Dataset: Forward reaction prediction with 1.9M reactions from USPTO patents (1976-2016). Task: Predict the product of the given reaction. (1) Given the reactants [Br:1][C:2]1[C:3]([CH3:11])=[C:4]([CH:8]=[CH:9][CH:10]=1)[C:5]([OH:7])=[O:6].[C:12](=O)(O)[O-].[Na+].IC, predict the reaction product. The product is: [Br:1][C:2]1[C:3]([CH3:11])=[C:4]([CH:8]=[CH:9][CH:10]=1)[C:5]([O:7][CH3:12])=[O:6]. (2) The product is: [NH2:8][C:6]1[N:7]=[C:2]([C:18]2[CH:19]=[CH:20][C:21]([N:24]3[CH2:29][CH2:28][N:27]([C:30]([O:32][C:33]([CH3:36])([CH3:35])[CH3:34])=[O:31])[CH2:26][CH2:25]3)=[N:22][CH:23]=2)[CH:3]=[N:4][C:5]=1[Cl:9]. Given the reactants Br[C:2]1[N:7]=[C:6]([NH2:8])[C:5]([Cl:9])=[N:4][CH:3]=1.CC1(C)C(C)(C)OB([C:18]2[CH:19]=[CH:20][C:21]([N:24]3[CH2:29][CH2:28][N:27]([C:30]([O:32][C:33]([CH3:36])([CH3:35])[CH3:34])=[O:31])[CH2:26][CH2:25]3)=[N:22][CH:23]=2)O1.C([O-])([O-])=O.[Cs+].[Cs+].C(Cl)Cl, predict the reaction product. (3) Given the reactants [CH2:1]([O:3][C:4](=[O:19])[CH2:5][C:6]1[C:10]2[CH:11]=[CH:12][C:13]([CH:15]([OH:18])CO)=[CH:14][C:9]=2[S:8][CH:7]=1)[CH3:2].C1COCC1, predict the reaction product. The product is: [CH2:1]([O:3][C:4](=[O:19])[CH2:5][C:6]1[C:10]2[CH:11]=[CH:12][C:13]([CH:15]=[O:18])=[CH:14][C:9]=2[S:8][CH:7]=1)[CH3:2]. (4) Given the reactants Cl[C:2]1[N:7]=[CH:6][N:5]=[C:4]([NH:8][C:9]2[CH:10]=[CH:11][C:12]([O:17][CH:18]3[CH2:23][CH2:22][O:21][CH2:20][CH2:19]3)=[C:13]([CH:16]=2)[C:14]#[N:15])[N:3]=1.[O:24]1[CH2:29][CH2:28][CH:27]([O:30][C:31]2[CH:38]=[CH:37][C:36](B3OC(C)(C)C(C)(C)O3)=[CH:35][C:32]=2[C:33]#[N:34])[CH2:26][CH2:25]1.C1(P(C2C=CC=CC=2)C2C=CC=CC=2)C=CC=CC=1.C(=O)([O-])[O-].[Na+].[Na+], predict the reaction product. The product is: [C:33]([C:32]1[CH:35]=[C:36]([C:2]2[N:7]=[CH:6][N:5]=[C:4]([NH:8][C:9]3[CH:10]=[CH:11][C:12]([O:17][CH:18]4[CH2:23][CH2:22][O:21][CH2:20][CH2:19]4)=[C:13]([CH:16]=3)[C:14]#[N:15])[N:3]=2)[CH:37]=[CH:38][C:31]=1[O:30][CH:27]1[CH2:28][CH2:29][O:24][CH2:25][CH2:26]1)#[N:34]. (5) Given the reactants [Cl:1][C:2]1[CH:7]=[CH:6][CH:5]=[C:4]([C:8]([F:11])([F:10])[F:9])[CH:3]=1.[Li]CCCC.[CH3:17][O:18]C=O, predict the reaction product. The product is: [Cl:1][C:2]1[CH:7]=[CH:6][CH:5]=[C:4]([C:8]([F:9])([F:10])[F:11])[C:3]=1[CH:17]=[O:18].